This data is from Forward reaction prediction with 1.9M reactions from USPTO patents (1976-2016). The task is: Predict the product of the given reaction. (1) Given the reactants [C:1]([C:5]1[S:9][C:8]([NH2:10])=[C:7]([C:11]([OH:13])=[O:12])[CH:6]=1)([CH3:4])([CH3:3])[CH3:2].[Cl:14][C:15]1[C:20]([Cl:21])=[CH:19][CH:18]=[CH:17][C:16]=1[N:22]=[C:23]=[O:24], predict the reaction product. The product is: [C:1]([C:5]1[S:9][C:8]([NH:10][C:23]([NH:22][C:16]2[CH:17]=[CH:18][CH:19]=[C:20]([Cl:21])[C:15]=2[Cl:14])=[O:24])=[C:7]([C:11]([OH:13])=[O:12])[CH:6]=1)([CH3:4])([CH3:2])[CH3:3]. (2) Given the reactants [Br:1][C:2]1[CH:7]=[CH:6][C:5]([CH2:8][CH:9]=O)=[CH:4][CH:3]=1.[C:11]([CH:16]=P(C1C=CC=CC=1)(C1C=CC=CC=1)C1C=CC=CC=1)([O:13][CH2:14][CH3:15])=[O:12], predict the reaction product. The product is: [Br:1][C:2]1[CH:3]=[CH:4][C:5]([CH2:8][CH:9]=[CH:16][C:11]([O:13][CH2:14][CH3:15])=[O:12])=[CH:6][CH:7]=1. (3) Given the reactants F[C:2](F)(F)C1C=C(C=CC=1)C=O.[CH3:13][CH:14]([CH3:33])[CH:15]([C:27]1[CH:32]=[CH:31][CH:30]=[CH:29][CH:28]=1)[C:16]([NH:18][C@@H:19]1[C@@H:26]2[C@@H:22]([CH2:23][NH:24][CH2:25]2)[CH2:21][CH2:20]1)=[O:17].C1(C(C2CCCCC2)C(N[C@@H]2[C@H]3[C@H](CNC3)CC2)=O)CCCCC1, predict the reaction product. The product is: [CH3:13][CH:14]([CH3:33])[CH:15]([C:27]1[CH:28]=[CH:29][CH:30]=[CH:31][CH:32]=1)[C:16]([NH:18][C@@H:19]1[C@@H:26]2[C@@H:22]([CH2:23][N:24]([CH3:2])[CH2:25]2)[CH2:21][CH2:20]1)=[O:17]. (4) Given the reactants [H-].[Na+].CN(C)C=O.[CH2:8]([O:15][C:16]1[CH:32]=[CH:31][C:19]2[N:20]([CH2:29][CH3:30])[C:21](=[O:28])[CH:22]([CH3:27])[C:23](=[O:26])[N:24]([CH3:25])[C:18]=2[CH:17]=1)[C:9]1[CH:14]=[CH:13][CH:12]=[CH:11][CH:10]=1.[CH2:33](I)[CH2:34][CH2:35][CH3:36], predict the reaction product. The product is: [CH2:8]([O:15][C:16]1[CH:32]=[CH:31][C:19]2[N:20]([CH2:29][CH3:30])[C:21](=[O:28])[C:22]([CH2:33][CH2:34][CH2:35][CH3:36])([CH3:27])[C:23](=[O:26])[N:24]([CH3:25])[C:18]=2[CH:17]=1)[C:9]1[CH:10]=[CH:11][CH:12]=[CH:13][CH:14]=1. (5) Given the reactants [CH3:1][C@H:2]1[C@@H:7]([N:8]([C:10]2[N:18]=[CH:17][N:16]=[C:15]3[C:11]=2[CH:12]=[CH:13][NH:14]3)[CH3:9])[CH2:6][N:5]([C:19]([CH2:21][C:22]#[N:23])=[O:20])[CH2:4][CH2:3]1.Cl.[C:25]([OH:37])(=[O:36])[CH2:26][C:27]([CH2:32][C:33]([OH:35])=[O:34])([C:29]([OH:31])=[O:30])[OH:28].C(NC(C)C)(C)C, predict the reaction product. The product is: [CH3:1][C@H:2]1[C@@H:7]([N:8]([C:10]2[N:18]=[CH:17][N:16]=[C:15]3[C:11]=2[CH:12]=[CH:13][NH:14]3)[CH3:9])[CH2:6][N:5]([C:19]([CH2:21][C:22]#[N:23])=[O:20])[CH2:4][CH2:3]1.[CH2:32]([C:27]([OH:28])([C:29]([OH:31])=[O:30])[CH2:26][C:25]([OH:37])=[O:36])[C:33]([OH:35])=[O:34].